From a dataset of NCI-60 drug combinations with 297,098 pairs across 59 cell lines. Regression. Given two drug SMILES strings and cell line genomic features, predict the synergy score measuring deviation from expected non-interaction effect. Synergy scores: CSS=-2.57, Synergy_ZIP=2.94, Synergy_Bliss=5.19, Synergy_Loewe=-0.353, Synergy_HSA=-1.29. Cell line: HCT-15. Drug 2: C1=CC=C(C(=C1)C(C2=CC=C(C=C2)Cl)C(Cl)Cl)Cl. Drug 1: CCCCCOC(=O)NC1=NC(=O)N(C=C1F)C2C(C(C(O2)C)O)O.